Dataset: Full USPTO retrosynthesis dataset with 1.9M reactions from patents (1976-2016). Task: Predict the reactants needed to synthesize the given product. (1) Given the product [CH3:74][N:71]1[C:72]([CH3:73])=[C:68]([CH2:67][N:64]2[CH2:63][CH2:62][N:61]([C:56]3[C:55]([C:21]4[CH:26]=[CH:25][C:24]([CH:27]([CH3:30])[C:28]#[N:29])=[CH:23][CH:22]=4)=[N:60][CH:59]=[CH:58][N:57]=3)[CH2:66][CH2:65]2)[CH:69]=[N:70]1, predict the reactants needed to synthesize it. The reactants are: C1(P(C2CCCCC2)C2CCCCC2)CCCCC1.Br[C:21]1[CH:26]=[CH:25][C:24]([CH:27]([CH3:30])[C:28]#[N:29])=[CH:23][CH:22]=1.CC1(C)C(C)(C)OB(B2OC(C)(C)C(C)(C)O2)O1.C([O-])(=O)C.[K+].Cl[C:55]1[C:56]([N:61]2[CH2:66][CH2:65][N:64]([CH2:67][C:68]3[CH:69]=[N:70][N:71]([CH3:74])[C:72]=3[CH3:73])[CH2:63][CH2:62]2)=[N:57][CH:58]=[CH:59][N:60]=1.C(=O)([O-])[O-].[K+].[K+]. (2) Given the product [Cl:1][C:2]1[C:6]([N+:13]([O-:15])=[O:14])=[CH:5][N:4]([C:7]2[CH:8]=[N:9][CH:10]=[CH:11][CH:12]=2)[N:3]=1, predict the reactants needed to synthesize it. The reactants are: [Cl:1][C:2]1[CH:6]=[CH:5][N:4]([C:7]2[CH:8]=[N:9][CH:10]=[CH:11][CH:12]=2)[N:3]=1.[N+:13]([O-])([OH:15])=[O:14].S(=O)(=O)(O)O.